Dataset: Peptide-MHC class II binding affinity with 134,281 pairs from IEDB. Task: Regression. Given a peptide amino acid sequence and an MHC pseudo amino acid sequence, predict their binding affinity value. This is MHC class II binding data. The peptide sequence is IMGHVYLQASTGYGL. The MHC is DRB1_0802 with pseudo-sequence DRB1_0802. The binding affinity (normalized) is 0.710.